From a dataset of Peptide-MHC class II binding affinity with 134,281 pairs from IEDB. Regression. Given a peptide amino acid sequence and an MHC pseudo amino acid sequence, predict their binding affinity value. This is MHC class II binding data. (1) The peptide sequence is SQTAANPSCPEGT. The MHC is DRB1_1101 with pseudo-sequence DRB1_1101. The binding affinity (normalized) is 0. (2) The binding affinity (normalized) is 0.435. The peptide sequence is PDTTCSEIEEFRDRA. The MHC is HLA-DQA10104-DQB10503 with pseudo-sequence HLA-DQA10104-DQB10503. (3) The peptide sequence is AAATAGTTVYGAFAR. The MHC is HLA-DQA10401-DQB10402 with pseudo-sequence HLA-DQA10401-DQB10402. The binding affinity (normalized) is 0. (4) The peptide sequence is TPTNASHIQSAVVCG. The MHC is DRB1_1101 with pseudo-sequence DRB1_1101. The binding affinity (normalized) is 0.0637. (5) The peptide sequence is IFYDVFFAVANGNEL. The MHC is HLA-DQA10101-DQB10501 with pseudo-sequence HLA-DQA10101-DQB10501. The binding affinity (normalized) is 0.374. (6) The peptide sequence is MMLVSVAGRVDGLELK. The MHC is DRB1_1301 with pseudo-sequence DRB1_1301. The binding affinity (normalized) is 0.703. (7) The peptide sequence is SINYRTEIDKPSQHH. The MHC is DRB3_0101 with pseudo-sequence DRB3_0101. The binding affinity (normalized) is 0.219. (8) The peptide sequence is YAIGGSSNPTILSEG. The MHC is HLA-DPA10201-DPB10501 with pseudo-sequence HLA-DPA10201-DPB10501. The binding affinity (normalized) is 0. (9) The peptide sequence is RDLEVVAATPTSLLI. The MHC is DRB1_1101 with pseudo-sequence DRB1_1101. The binding affinity (normalized) is 0.207. (10) The peptide sequence is GLRVVCAKYALA. The MHC is DRB1_0301 with pseudo-sequence DRB1_0301. The binding affinity (normalized) is 0.316.